Predict which catalyst facilitates the given reaction. From a dataset of Catalyst prediction with 721,799 reactions and 888 catalyst types from USPTO. (1) Reactant: [CH2:1]([C:3]1([CH3:11])[CH2:8][CH2:7][O:6][S:5](=[O:10])(=[O:9])[NH:4]1)[CH3:2].CCN(CC)CC.[CH3:19][C:20]([O:23][C:24](O[C:24]([O:23][C:20]([CH3:22])([CH3:21])[CH3:19])=[O:25])=[O:25])([CH3:22])[CH3:21]. Product: [CH2:1]([C:3]1([CH3:11])[CH2:8][CH2:7][O:6][S:5](=[O:9])(=[O:10])[N:4]1[C:24]([O:23][C:20]([CH3:22])([CH3:21])[CH3:19])=[O:25])[CH3:2]. The catalyst class is: 154. (2) Reactant: O[CH:2]=[C:3]1[C:11]2[C:6](=[CH:7][C:8]([C:12]([C:14]3[CH:15]=[C:16]([NH:20][C:21]([C:23]4[S:24][C:25]([C:28](=[O:30])[CH3:29])=[CH:26][CH:27]=4)=[O:22])[CH:17]=[CH:18][CH:19]=3)=[O:13])=[CH:9][CH:10]=2)[NH:5][C:4]1=[O:31].[NH2:32][C:33]1[CH:38]=[CH:37][C:36]([N:39]2[CH2:44][CH2:43][O:42][CH2:41][CH2:40]2)=[CH:35][CH:34]=1. Product: [N:39]1([C:36]2[CH:35]=[CH:34][C:33]([NH:32][CH:2]=[C:3]3[C:11]4[C:6](=[CH:7][C:8]([C:12]([C:14]5[CH:15]=[C:16]([NH:20][C:21]([C:23]6[S:24][C:25]([C:28](=[O:30])[CH3:29])=[CH:26][CH:27]=6)=[O:22])[CH:17]=[CH:18][CH:19]=5)=[O:13])=[CH:9][CH:10]=4)[NH:5][C:4]3=[O:31])=[CH:38][CH:37]=2)[CH2:40][CH2:41][O:42][CH2:43][CH2:44]1. The catalyst class is: 1. (3) Reactant: [C:1]12([C:11]3[CH:16]=[C:15](/[CH:17]=[CH:18]/[N+:19]([O-])=O)[CH:14]=[CH:13][C:12]=3[O:22][CH:23]([CH3:25])[CH3:24])[CH2:10][CH:5]3[CH2:6][CH:7]([CH2:9][CH:3]([CH2:4]3)[CH2:2]1)[CH2:8]2.[H-].[H-].[H-].[H-].[Li+].[Al+3]. Product: [C:1]12([C:11]3[CH:16]=[C:15]([CH2:17][CH2:18][NH2:19])[CH:14]=[CH:13][C:12]=3[O:22][CH:23]([CH3:24])[CH3:25])[CH2:2][CH:3]3[CH2:9][CH:7]([CH2:6][CH:5]([CH2:4]3)[CH2:10]1)[CH2:8]2. The catalyst class is: 28. (4) Reactant: FC(F)(F)S(O[C:7]1[C:8]([CH3:36])([CH3:35])[C@H:9]2[C@:22]([CH3:25])([CH2:23][CH:24]=1)[C@@H:21]1[C@:12]([CH3:34])([C@@:13]3([CH3:33])[C@H:18]([CH2:19][CH2:20]1)[C@H:17]1[C@H:26]([C:29]([CH3:31])=[CH2:30])[CH2:27][CH2:28][C@:16]1([NH2:32])[CH2:15][CH2:14]3)[CH2:11][CH2:10]2)(=O)=O.CC1(C)C(C)(C)OB([C:47]2[CH2:52][CH2:51][CH:50]([C:53]([O:55][CH2:56][CH3:57])=[O:54])[CH2:49][CH:48]=2)O1.O.C(=O)([O-])[O-].[Na+].[Na+]. Product: [NH2:32][C@:16]12[CH2:28][CH2:27][C@@H:26]([C:29]([CH3:31])=[CH2:30])[C@@H:17]1[C@@H:18]1[C@@:13]([CH3:33])([CH2:14][CH2:15]2)[C@@:12]2([CH3:34])[C@@H:21]([C@:22]3([CH3:25])[C@@H:9]([CH2:10][CH2:11]2)[C:8]([CH3:35])([CH3:36])[C:7]([C:47]2[CH2:52][CH2:51][CH:50]([C:53]([O:55][CH2:56][CH3:57])=[O:54])[CH2:49][CH:48]=2)=[CH:24][CH2:23]3)[CH2:20][CH2:19]1. The catalyst class is: 70.